From a dataset of Catalyst prediction with 721,799 reactions and 888 catalyst types from USPTO. Predict which catalyst facilitates the given reaction. (1) Reactant: [CH2:1]1[C:5]2([CH2:10][CH2:9][O:8][CH2:7][CH2:6]2)[CH2:4][N:3]=[N:2]1.[CH3:11][N:12]=[C:13]=[S:14]. Product: [CH3:11][NH:12][C:13]([N:2]1[N:3]=[CH:4][C:5]2([CH2:10][CH2:9][O:8][CH2:7][CH2:6]2)[CH2:1]1)=[S:14]. The catalyst class is: 8. (2) Reactant: [CH3:1][CH:2]([CH3:35])[CH2:3][C@H:4]([NH:19][C:20]([C@@H:22]1[CH2:27][CH2:26][CH2:25][CH2:24][N:23]1C(OC(C)(C)C)=O)=[O:21])/[CH:5]=[CH:6]/[C:7](=[O:18])[NH:8][C:9]1[S:10][C:11]([C:14]([F:17])([F:16])[F:15])=[N:12][N:13]=1.[C:36]([OH:42])([C:38]([F:41])([F:40])[F:39])=[O:37]. Product: [F:39][C:38]([F:41])([F:40])[C:36]([OH:42])=[O:37].[CH3:1][CH:2]([CH3:35])[CH2:3][C@H:4]([NH:19][C:20]([C@@H:22]1[CH2:27][CH2:26][CH2:25][CH2:24][NH:23]1)=[O:21])/[CH:5]=[CH:6]/[C:7](=[O:18])[NH:8][C:9]1[S:10][C:11]([C:14]([F:17])([F:15])[F:16])=[N:12][N:13]=1. The catalyst class is: 2.